The task is: Predict the reactants needed to synthesize the given product.. This data is from Full USPTO retrosynthesis dataset with 1.9M reactions from patents (1976-2016). (1) Given the product [F:1][C:2]1[CH:8]=[CH:7][C:5]([N:6]2[CH:19]=[N:18][C:20]([C:21]([O:23][CH2:24][CH3:25])=[O:22])=[N:9]2)=[CH:4][CH:3]=1, predict the reactants needed to synthesize it. The reactants are: [F:1][C:2]1[CH:8]=[CH:7][C:5]([NH2:6])=[CH:4][CH:3]=1.[N:9]([O-])=O.[Na+].CC([O-])=O.[Na+].[N+:18]([CH2:20][C:21]([O:23][CH2:24][CH3:25])=[O:22])#[C-:19]. (2) Given the product [C:1]1([C:27]2[CH:32]=[CH:31][CH:30]=[CH:29][CH:28]=2)[CH:6]=[CH:5][C:4]([C@:7]2([S:37][CH2:33][CH2:34][CH2:35][CH3:36])[CH2:11][N:10]([C:12]([O:14][CH2:15][C:16]3[CH:21]=[CH:20][CH:19]=[CH:18][CH:17]=3)=[O:13])[C@H:9]([C:22]([O:24][CH3:25])=[O:23])[CH2:8]2)=[CH:3][CH:2]=1, predict the reactants needed to synthesize it. The reactants are: [C:1]1([C:27]2[CH:32]=[CH:31][CH:30]=[CH:29][CH:28]=2)[CH:6]=[CH:5][C:4]([C@@:7]2(O)[CH2:11][N:10]([C:12]([O:14][CH2:15][C:16]3[CH:21]=[CH:20][CH:19]=[CH:18][CH:17]=3)=[O:13])[C@H:9]([C:22]([O:24][CH3:25])=[O:23])[CH2:8]2)=[CH:3][CH:2]=1.[CH2:33]([SH:37])[CH2:34][CH2:35][CH3:36]. (3) Given the product [CH3:11][C:4]1[C:3]([CH3:12])=[C:2]([S:22]([C:25]([F:28])([F:27])[F:26])(=[O:24])=[O:23])[CH:9]=[C:8]([CH3:10])[C:5]=1[CH:6]=[O:7], predict the reactants needed to synthesize it. The reactants are: O[C:2]1[CH:9]=[C:8]([CH3:10])[C:5]([CH:6]=[O:7])=[C:4]([CH3:11])[C:3]=1[CH3:12].[H-].[Na+].C1C=CC(N([S:22]([C:25]([F:28])([F:27])[F:26])(=[O:24])=[O:23])[S:22]([C:25]([F:28])([F:27])[F:26])(=[O:24])=[O:23])=CC=1.Cl.